This data is from Forward reaction prediction with 1.9M reactions from USPTO patents (1976-2016). The task is: Predict the product of the given reaction. Given the reactants [NH2:1][C:2]1[C:7]([C:8]#[N:9])=[C:6](N2CCC(C3N(C)C=C(C4C=CC(F)=C(C(F)(F)F)C=4)N=3)CC2)[N:5]=[CH:4][N:3]=1.FC(F)(F)C(O)=O.[N:40]1([CH2:44][CH2:45][N:46]2[CH:50]=[C:49]([C:51]3[CH:56]=[CH:55][C:54]([O:57][CH:58]([F:60])[F:59])=[CH:53][CH:52]=3)[N:48]=[C:47]2[CH:61]2[CH2:66][CH2:65][NH:64][CH2:63][CH2:62]2)[CH2:43][CH2:42][CH2:41]1, predict the reaction product. The product is: [NH2:1][C:2]1[C:7]([C:8]#[N:9])=[C:6]([N:64]2[CH2:63][CH2:62][CH:61]([C:47]3[N:46]([CH2:45][CH2:44][N:40]4[CH2:43][CH2:42][CH2:41]4)[CH:50]=[C:49]([C:51]4[CH:52]=[CH:53][C:54]([O:57][CH:58]([F:60])[F:59])=[CH:55][CH:56]=4)[N:48]=3)[CH2:66][CH2:65]2)[N:5]=[CH:4][N:3]=1.